From a dataset of Full USPTO retrosynthesis dataset with 1.9M reactions from patents (1976-2016). Predict the reactants needed to synthesize the given product. (1) Given the product [N+:11]([C:2]1[CH:6]=[CH:5][S:4][C:3]=1[C:7]([O:9][CH3:10])=[O:8])([O-:13])=[O:12], predict the reactants needed to synthesize it. The reactants are: N[C:2]1[CH:6]=[CH:5][S:4][C:3]=1[C:7]([O:9][CH3:10])=[O:8].[N:11]([O-:13])=[O:12].[Na+].F[B-](F)(F)F.[Na+]. (2) Given the product [CH2:15]([C:5]1([CH2:17][CH3:18])[C:4]2[C:8](=[CH:9][CH:10]=[C:2]([NH:1][C:19](=[O:21])[CH3:20])[CH:3]=2)[N:7]([CH:11]([CH3:12])[CH3:13])[C:6]1=[O:14])[CH3:16], predict the reactants needed to synthesize it. The reactants are: [NH2:1][C:2]1[CH:3]=[C:4]2[C:8](=[CH:9][CH:10]=1)[N:7]([CH:11]([CH3:13])[CH3:12])[C:6](=[O:14])[C:5]2([CH2:17][CH3:18])[CH2:15][CH3:16].[C:19](OC(=O)C)(=[O:21])[CH3:20].